This data is from Catalyst prediction with 721,799 reactions and 888 catalyst types from USPTO. The task is: Predict which catalyst facilitates the given reaction. (1) Reactant: [CH3:1][O:2][C:3]1[CH:4]=[C:5]([CH:9]=[C:10]([C:14]#[C:15][Si](C)(C)C)[C:11]=1[O:12][CH3:13])[C:6]([OH:8])=[O:7].CCCC[N+](CCCC)(CCCC)CCCC.[F-]. Product: [C:14]([C:10]1[CH:9]=[C:5]([CH:4]=[C:3]([O:2][CH3:1])[C:11]=1[O:12][CH3:13])[C:6]([OH:8])=[O:7])#[CH:15]. The catalyst class is: 295. (2) Product: [Br:1][C:2]1[S:3][C:4]([C:8]([NH:48][CH2:47][C:46]2[CH:49]=[CH:50][C:43]([F:42])=[CH:44][CH:45]=2)=[O:10])=[C:5]([CH3:7])[N:6]=1. Reactant: [Br:1][C:2]1[S:3][C:4]([C:8]([OH:10])=O)=[C:5]([CH3:7])[N:6]=1.Cl.CN(C)CCCN=C=NCC.C(N(CC)C(C)C)(C)C.ON1C2C=CC=CC=2N=N1.[F:42][C:43]1[CH:50]=[CH:49][C:46]([CH2:47][NH2:48])=[CH:45][CH:44]=1. The catalyst class is: 7. (3) Reactant: N[C:2]1[C:3]([CH3:13])=[C:4]([NH:9][C:10](=[O:12])[CH3:11])[C:5]([CH3:8])=[CH:6][CH:7]=1.N([O-])=[O:15].[Na+].NC(N)=O. Product: [OH:15][C:2]1[C:3]([CH3:13])=[C:4]([NH:9][C:10](=[O:12])[CH3:11])[C:5]([CH3:8])=[CH:6][CH:7]=1. The catalyst class is: 561. (4) Product: [OH:45][C:44]([C:46]([OH:48])=[O:47])([CH2:49][C:50]([OH:52])=[O:51])[CH2:43][C:42]([OH:54])=[O:53].[CH2:1]([C:5]1([N:39]([CH3:41])[CH3:40])[CH2:10][CH2:9][C:8]([C:11]2[NH:12][C:13]3[C:18]([C:19]=2[CH3:20])=[CH:17][C:16]([C:21]([F:22])([F:24])[F:23])=[CH:15][CH:14]=3)([C:25]2[NH:26][C:27]3[C:32]([C:33]=2[CH3:34])=[CH:31][C:30]([C:35]([F:38])([F:36])[F:37])=[CH:29][CH:28]=3)[CH2:7][CH2:6]1)[CH2:2][CH2:3][CH3:4]. The catalyst class is: 8. Reactant: [CH2:1]([C:5]1([N:39]([CH3:41])[CH3:40])[CH2:10][CH2:9][C:8]([C:25]2[NH:26][C:27]3[C:32]([C:33]=2[CH3:34])=[CH:31][C:30]([C:35]([F:38])([F:37])[F:36])=[CH:29][CH:28]=3)([C:11]2[NH:12][C:13]3[C:18]([C:19]=2[CH3:20])=[CH:17][C:16]([C:21]([F:24])([F:23])[F:22])=[CH:15][CH:14]=3)[CH2:7][CH2:6]1)[CH2:2][CH2:3][CH3:4].[C:42]([OH:54])(=[O:53])[CH2:43][C:44]([CH2:49][C:50]([OH:52])=[O:51])([C:46]([OH:48])=[O:47])[OH:45]. (5) Reactant: [CH3:1][C:2]1[CH:3]=[CH:4][C:5]([NH:11][CH2:12][C:13]([F:19])([F:18])[C:14]([F:17])([F:16])[F:15])=[C:6]([CH:10]=1)[C:7]([OH:9])=O.[CH3:20][C:21]([NH2:25])([C:23]#[CH:24])[CH3:22].CCN=C=NCCCN(C)C.CCN(C(C)C)C(C)C.C1C=CC2N(O)N=NC=2C=1. Product: [CH3:1][C:2]1[CH:3]=[CH:4][C:5]([NH:11][CH2:12][C:13]([F:19])([F:18])[C:14]([F:17])([F:16])[F:15])=[C:6]([CH:10]=1)[C:7]([NH:25][C:21]([CH3:22])([C:23]#[CH:24])[CH3:20])=[O:9]. The catalyst class is: 18. (6) The catalyst class is: 1. Reactant: [Br-].[CH2:2]([P+](C1C=CC=CC=1)(C1C=CC=CC=1)C1C=CC=CC=1)[C:3]1[CH:8]=[CH:7][CH:6]=[CH:5][CH:4]=1.CC(C)([O-])C.[K+].[CH:34]([C@@H:36]1[CH2:41][CH2:40][C@H:39]([C:42]([O:44][CH3:45])=[O:43])[CH2:38][CH2:37]1)=O.O. Product: [C:3]1(/[CH:2]=[CH:34]/[C@@H:36]2[CH2:41][CH2:40][C@H:39]([C:42]([O:44][CH3:45])=[O:43])[CH2:38][CH2:37]2)[CH:8]=[CH:7][CH:6]=[CH:5][CH:4]=1. (7) Reactant: [CH:1]1[C:11]2[CH2:10][CH2:9][C:8]3[CH:12]=[CH:13][CH:14]=[CH:15][C:7]=3[C:6](=[CH:16][C:17]3[CH:18]=[C:19]([NH:23][S:24]([CH3:27])(=[O:26])=[O:25])[CH:20]=[CH:21][CH:22]=3)[C:5]=2[CH:4]=[CH:3][CH:2]=1.[H-].[Na+].[CH3:30]I.O. Product: [CH:1]1[C:11]2[CH2:10][CH2:9][C:8]3[CH:12]=[CH:13][CH:14]=[CH:15][C:7]=3[C:6](=[CH:16][C:17]3[CH:18]=[C:19]([N:23]([CH3:30])[S:24]([CH3:27])(=[O:26])=[O:25])[CH:20]=[CH:21][CH:22]=3)[C:5]=2[CH:4]=[CH:3][CH:2]=1. The catalyst class is: 39. (8) Reactant: [CH3:1][C:2]1[C:10]([O:11][C@@H:12]2[CH2:17][CH2:16][CH2:15][C@H:14]([NH2:18])[CH2:13]2)=[CH:9][CH:8]=[C:7]2[C:3]=1[CH:4]=[N:5][NH:6]2.[Cl:19][C:20]1[CH:27]=[CH:26][CH:25]=[CH:24][C:21]=1[CH:22]=O.C(O)(=O)C.C([BH3-])#N.[Na+].C(=O)([O-])O.[Na+]. Product: [Cl:19][C:20]1[CH:27]=[CH:26][CH:25]=[CH:24][C:21]=1[CH2:22][NH:18][C@H:14]1[CH2:15][CH2:16][CH2:17][C@@H:12]([O:11][C:10]2[C:2]([CH3:1])=[C:3]3[C:7](=[CH:8][CH:9]=2)[NH:6][N:5]=[CH:4]3)[CH2:13]1. The catalyst class is: 5. (9) Reactant: [NH2:1][C:2]1[CH:7]=[CH:6][C:5]([N:8]2[CH2:13][CH2:12][N:11]([C:14]([O:16][C:17]([CH3:20])([CH3:19])[CH3:18])=[O:15])[CH2:10][CH2:9]2)=[CH:4][CH:3]=1.[C:21](N1C=CN=C1)(N1C=CN=C1)=[S:22]. Product: [N:1]([C:2]1[CH:7]=[CH:6][C:5]([N:8]2[CH2:13][CH2:12][N:11]([C:14]([O:16][C:17]([CH3:20])([CH3:19])[CH3:18])=[O:15])[CH2:10][CH2:9]2)=[CH:4][CH:3]=1)=[C:21]=[S:22]. The catalyst class is: 9. (10) Reactant: O1C2(CCC(O)CC2)OCC1.[H-].[Na+].[Si](OC[C@H:23]1[CH2:34][CH2:33][C:32]2[S:31][C:30]3[N:29]=[CH:28][N:27]=[C:26](Cl)[C:25]=3[C:24]1=2)(C(C)(C)C)(C)C. Product: [C:25]12[CH:26]=[N:27][CH:28]=[N:29][C:30]=1[S:31][C:32]1[CH2:33][CH2:34][CH2:23][C:24]2=1. The catalyst class is: 1.